From a dataset of Reaction yield outcomes from USPTO patents with 853,638 reactions. Predict the reaction yield, written as a fraction of the theoretical maximum amount of product (1.0 means a 100% yield; for example, 0.34 means a 34% yield). (1) The reactants are [Br:1][C:2]1[CH:3]=[CH:4][C:5]([F:11])=[C:6]([CH:10]=1)[C:7](O)=[O:8].Cl.[CH3:13][NH:14][CH3:15].CCN=C=NCCCN(C)C.Cl.C1C=CC2N(O)N=NC=2C=1.O.C(=O)([O-])[O-].[K+].[K+].C(=O)([O-])O.[Na+]. The catalyst is CN(C=O)C. The product is [Br:1][C:2]1[CH:3]=[CH:4][C:5]([F:11])=[C:6]([CH:10]=1)[C:7]([N:14]([CH3:15])[CH3:13])=[O:8]. The yield is 0.990. (2) The reactants are [F:1][C:2]1[CH:10]=[CH:9][CH:8]=[CH:7][C:3]=1/[CH:4]=[N:5]\[OH:6].[Cl:11]N1C(=O)CCC1=O. The catalyst is CN(C=O)C. The product is [OH:6]/[N:5]=[C:4](\[Cl:11])/[C:3]1[CH:7]=[CH:8][CH:9]=[CH:10][C:2]=1[F:1]. The yield is 0.910. (3) The reactants are [CH2:1]([C:3]1[CH:4]=[C:5]2[C:10](=[CH:11][C:12]=1[OH:13])[O:9][CH:8]([C:14]([F:17])([F:16])[F:15])[C:7]([C:18]([O:20][CH2:21][CH3:22])=[O:19])=[CH:6]2)[CH3:2].C(=O)([O-])[O-].[K+].[K+].Cl[C:30]1[CH:35]=[CH:34][N:33]=[C:32]([S:36][CH3:37])[N:31]=1. The catalyst is [Cl-].[Na+].O. The product is [CH2:1]([C:3]1[CH:4]=[C:5]2[C:10](=[CH:11][C:12]=1[O:13][C:30]1[CH:35]=[CH:34][N:33]=[C:32]([S:36][CH3:37])[N:31]=1)[O:9][CH:8]([C:14]([F:15])([F:16])[F:17])[C:7]([C:18]([O:20][CH2:21][CH3:22])=[O:19])=[CH:6]2)[CH3:2]. The yield is 0.430. (4) The reactants are [OH:1][C:2]1([CH2:9][N:10]2[CH2:15][CH2:14][C:13]3[NH:16][C:17]([CH:20]=O)=[C:18]([CH3:19])[C:12]=3[C:11]2=[O:22])[CH2:7][CH2:6][N:5]([CH3:8])[CH2:4][CH2:3]1.[F:23][C:24]1[C:29]([F:30])=[CH:28][CH:27]=[CH:26][C:25]=1[C:31]1[CH:39]=[CH:38][CH:37]=[C:36]2[C:32]=1[CH2:33][C:34](=[O:40])[NH:35]2. The yield is 0.750. The product is [F:23][C:24]1[C:29]([F:30])=[CH:28][CH:27]=[CH:26][C:25]=1[C:31]1[CH:39]=[CH:38][CH:37]=[C:36]2[C:32]=1[C:33](=[CH:20][C:17]1[NH:16][C:13]3[CH2:14][CH2:15][N:10]([CH2:9][C:2]4([OH:1])[CH2:3][CH2:4][N:5]([CH3:8])[CH2:6][CH2:7]4)[C:11](=[O:22])[C:12]=3[C:18]=1[CH3:19])[C:34](=[O:40])[NH:35]2. No catalyst specified. (5) The product is [F:1][C:2]1[CH:9]=[CH:8][C:5]([CH2:6][NH:7][CH:11]=[O:12])=[CH:4][CH:3]=1. The catalyst is C(OCC)=O. The yield is 0.710. The reactants are [F:1][C:2]1[CH:9]=[CH:8][C:5]([CH2:6][NH2:7])=[CH:4][CH:3]=1.C[CH2:11][O:12]C(C)=O. (6) The reactants are [CH3:1][C:2]1[C:3]([Br:11])=[C:4]([C:6]([Br:10])=[CH:7][C:8]=1[Br:9])[NH2:5].[Br:12][CH2:13][C:14](Cl)=[O:15]. The catalyst is C1(C)C=CC=CC=1. The product is [Br:12][CH2:13][C:14]([NH:5][C:4]1[C:6]([Br:10])=[CH:7][C:8]([Br:9])=[C:2]([CH3:1])[C:3]=1[Br:11])=[O:15]. The yield is 0.490. (7) The reactants are [C:1]([C:4]1[N:5]=[C:6]2[CH:11]=[C:10]([C:12]([NH:14][C:15]3[CH:20]=[CH:19][CH:18]=[CH:17][CH:16]=3)=[O:13])[CH:9]=[C:8]([CH3:21])[N:7]2[C:22]=1[CH2:23][CH:24]1[CH2:29][CH2:28][C:27]([F:31])([F:30])[CH2:26][CH2:25]1)(=[O:3])[CH3:2].[BH4-].[Na+].CC(C)=O.C(=O)([O-])O.[Na+]. The catalyst is C1COCC1.CO.O. The product is [F:31][C:27]1([F:30])[CH2:28][CH2:29][CH:24]([CH2:23][C:22]2[N:7]3[C:8]([CH3:21])=[CH:9][C:10]([C:12]([NH:14][C:15]4[CH:16]=[CH:17][CH:18]=[CH:19][CH:20]=4)=[O:13])=[CH:11][C:6]3=[N:5][C:4]=2[CH:1]([OH:3])[CH3:2])[CH2:25][CH2:26]1. The yield is 0.980.